Task: Predict the reactants needed to synthesize the given product.. Dataset: Full USPTO retrosynthesis dataset with 1.9M reactions from patents (1976-2016) (1) Given the product [Cl:16][C:17]1[CH:29]=[C:28]([Cl:30])[CH:27]=[CH:26][C:18]=1[CH2:19][N:20]1[CH:24]=[CH:23][C:22]([NH:25][C:2]2[CH:3]=[CH:4][C:5]([N:10]3[CH:14]=[C:13]([CH3:15])[N:12]=[CH:11]3)=[C:6]([CH:9]=2)[C:7]#[N:8])=[N:21]1, predict the reactants needed to synthesize it. The reactants are: Br[C:2]1[CH:3]=[CH:4][C:5]([N:10]2[CH:14]=[C:13]([CH3:15])[N:12]=[CH:11]2)=[C:6]([CH:9]=1)[C:7]#[N:8].[Cl:16][C:17]1[CH:29]=[C:28]([Cl:30])[CH:27]=[CH:26][C:18]=1[CH2:19][N:20]1[CH:24]=[CH:23][C:22]([NH2:25])=[N:21]1. (2) The reactants are: [Cl:1][C:2]1[CH:3]=[C:4]([S:31]([N:34](COC)[C:35]2[N:36]=[N:37][CH:38]=[CH:39][CH:40]=2)(=[O:33])=[O:32])[CH:5]=[CH:6][C:7]=1[O:8][C:9]1[CH:14]=[CH:13][C:12]([C:15]2[CH:20]=[CH:19][C:18]([C:21]([F:24])([F:23])[F:22])=[CH:17][CH:16]=2)=[CH:11][C:10]=1[C:25]1[CH:30]=[CH:29][N:28]=[N:27][CH:26]=1.ClC1C=C(S(/N=C2/N(COC)N=CC=C/2)(=O)=O)C=CC=1OC1C=CC(C2C=CC(C(F)(F)F)=CC=2)=CC=1C1C=CN=NC=1.Cl. Given the product [Cl:1][C:2]1[CH:3]=[C:4]([S:31]([NH:34][C:35]2[N:36]=[N:37][CH:38]=[CH:39][CH:40]=2)(=[O:32])=[O:33])[CH:5]=[CH:6][C:7]=1[O:8][C:9]1[CH:14]=[CH:13][C:12]([C:15]2[CH:16]=[CH:17][C:18]([C:21]([F:24])([F:23])[F:22])=[CH:19][CH:20]=2)=[CH:11][C:10]=1[C:25]1[CH:30]=[CH:29][N:28]=[N:27][CH:26]=1, predict the reactants needed to synthesize it. (3) The reactants are: [C:1]12([CH:7]3[CH2:8][CH2:9][CH:4]1[CH:5]1[C:13](=O)[O:12][C:10](=[O:11])[CH:6]13)[CH2:3][CH2:2]2.[Li+].[BH4-]. Given the product [C:1]12([C@@H:7]3[CH2:8][CH2:9][C@H:4]1[C@@H:5]1[C@H:6]3[C:10](=[O:11])[O:12][CH2:13]1)[CH2:3][CH2:2]2, predict the reactants needed to synthesize it.